This data is from Reaction yield outcomes from USPTO patents with 853,638 reactions. The task is: Predict the reaction yield, written as a fraction of the theoretical maximum amount of product (1.0 means a 100% yield; for example, 0.34 means a 34% yield). The reactants are [Cl-].[Cl-].[Cl-].[Al+3].C[O:6][C:7]1[CH:16]=[C:15]2[C:10]([CH2:11][CH2:12][CH2:13][C:14]2=[O:17])=[CH:9][CH:8]=1. The catalyst is C1(C)C=CC=CC=1. The product is [OH:6][C:7]1[CH:16]=[C:15]2[C:10]([CH2:11][CH2:12][CH2:13][C:14]2=[O:17])=[CH:9][CH:8]=1. The yield is 0.410.